Dataset: Full USPTO retrosynthesis dataset with 1.9M reactions from patents (1976-2016). Task: Predict the reactants needed to synthesize the given product. (1) Given the product [F:27][C:28]1[CH:33]=[CH:32][CH:31]=[C:30]([F:34])[C:29]=1[C:35]1[N:38]=[C:24]([CH:11]2[CH2:10][CH:9]([C:6]3[CH:7]=[CH:8][C:3]([CH2:1][CH3:2])=[CH:4][CH:5]=3)[CH2:14][N:13]([C:15]([N:17]3[CH2:18][CH2:19][CH:20]([OH:23])[CH2:21][CH2:22]3)=[O:16])[CH2:12]2)[O:25][N:36]=1, predict the reactants needed to synthesize it. The reactants are: [CH2:1]([C:3]1[CH:8]=[CH:7][C:6]([CH:9]2[CH2:14][N:13]([C:15]([N:17]3[CH2:22][CH2:21][CH:20]([OH:23])[CH2:19][CH2:18]3)=[O:16])[CH2:12][CH:11]([C:24](O)=[O:25])[CH2:10]2)=[CH:5][CH:4]=1)[CH3:2].[F:27][C:28]1[CH:33]=[CH:32][CH:31]=[C:30]([F:34])[C:29]=1[C:35](=[NH:38])[NH:36]O. (2) Given the product [Br:18][CH2:19][CH2:20][N:5]1[CH:6]=[CH:7][C:8]2[C:13](=[CH:12][C:11]([C:14]([O:16][CH3:17])=[O:15])=[CH:10][CH:9]=2)[C:4]1=[O:3], predict the reactants needed to synthesize it. The reactants are: [H-].[Na+].[O:3]=[C:4]1[C:13]2[C:8](=[CH:9][CH:10]=[C:11]([C:14]([O:16][CH3:17])=[O:15])[CH:12]=2)[CH:7]=[CH:6][NH:5]1.[Br:18][CH2:19][CH2:20]Br. (3) Given the product [ClH:1].[Cl:1][C:2]1[C:3](=[O:33])[N:4]([CH2:19][CH2:20][C:21]2[CH:22]=[CH:23][C:24]([C:27]3[O:28][C:29](=[O:32])[NH:30][N:31]=3)=[CH:25][CH:26]=2)[C:5]([CH2:9][N:10]2[CH2:14][CH2:13][CH2:12][C@@H:11]2[CH2:15][CH:16]([CH3:17])[CH3:18])=[C:6]([Cl:8])[CH:7]=1, predict the reactants needed to synthesize it. The reactants are: [Cl:1][C:2]1[C:3](=[O:33])[N:4]([CH2:19][CH2:20][C:21]2[CH:26]=[CH:25][C:24]([C:27]3[O:28][C:29](=[O:32])[NH:30][N:31]=3)=[CH:23][CH:22]=2)[C:5]([CH2:9][N:10]2[CH2:14][CH2:13][CH2:12][C@@H:11]2[CH2:15][CH:16]([CH3:18])[CH3:17])=[C:6]([Cl:8])[CH:7]=1.C(OCC)(=O)C.Cl. (4) Given the product [Cl:10][C:7]1[CH:8]=[CH:9][C:2]([NH:1][C:20](=[O:23])[CH2:21][CH3:22])=[C:3]([C:4]#[N:5])[CH:6]=1, predict the reactants needed to synthesize it. The reactants are: [NH2:1][C:2]1[CH:9]=[CH:8][C:7]([Cl:10])=[CH:6][C:3]=1[C:4]#[N:5].CN(C1C=CC=CN=1)C.[C:20](Cl)(=[O:23])[CH2:21][CH3:22].O.